From a dataset of Peptide-MHC class I binding affinity with 185,985 pairs from IEDB/IMGT. Regression. Given a peptide amino acid sequence and an MHC pseudo amino acid sequence, predict their binding affinity value. This is MHC class I binding data. (1) The peptide sequence is RIYHEFLSL. The MHC is HLA-B15:01 with pseudo-sequence HLA-B15:01. The binding affinity (normalized) is 0.576. (2) The peptide sequence is SSIIRSLPK. The MHC is HLA-A68:01 with pseudo-sequence HLA-A68:01. The binding affinity (normalized) is 0.500. (3) The peptide sequence is WAIQCYTGV. The MHC is HLA-B53:01 with pseudo-sequence HLA-B53:01. The binding affinity (normalized) is 0.213. (4) The peptide sequence is IVSSVNMVSR. The MHC is HLA-A68:01 with pseudo-sequence HLA-A68:01. The binding affinity (normalized) is 0.795. (5) The peptide sequence is KVIVYCHYY. The MHC is HLA-A02:03 with pseudo-sequence HLA-A02:03. The binding affinity (normalized) is 0.0847.